From a dataset of Cav3 T-type calcium channel HTS with 100,875 compounds. Binary Classification. Given a drug SMILES string, predict its activity (active/inactive) in a high-throughput screening assay against a specified biological target. (1) The drug is O(c1cc(C(=O)Nc2ccccc2)ccc1)C. The result is 0 (inactive). (2) The compound is Clc1ccc(c2nc(on2)CN(C(C)C)C(=O)CCCN2C(=O)c3c(C2=O)cccc3)cc1. The result is 1 (active). (3) The molecule is s1c(NC(=O)CCCCCN2C(=O)c3c(C2=O)cccc3)nc(CC(OCC)=O)c1. The result is 0 (inactive). (4) The molecule is S(=O)(=O)(N1C(C(=O)NCC23CC4CC(C3)CC(C2)C4)Cc2c(C1)cccc2)CC. The result is 0 (inactive). (5) The drug is Clc1ccc(NC(=S)NC(=O)CC)nc1. The result is 0 (inactive). (6) The compound is S(c1n2c(nc3c(c2nn1)cccc3)C(C)(C)C)CC(=O)Nc1sccn1. The result is 0 (inactive).